Task: Predict the reactants needed to synthesize the given product.. Dataset: Retrosynthesis with 50K atom-mapped reactions and 10 reaction types from USPTO (1) Given the product Nc1nc(NC(=O)c2cnon2)ccc1-c1cc(Cl)ccc1Cl, predict the reactants needed to synthesize it. The reactants are: Nc1ccc(-c2cc(Cl)ccc2Cl)c(N)n1.O=C(O)c1cnon1. (2) Given the product CCOC(=O)CCCCCCN1CC=Cc2nc(-c3ccc(C)cc3)c(-c3ccc(C)cc3)nc21, predict the reactants needed to synthesize it. The reactants are: CCOC(=O)CCCCCC=O.Cc1ccc(-c2nc3c(nc2-c2ccc(C)cc2)NCC=C3)cc1. (3) Given the product C[C@H](NC(=O)[C@@H](N)Cc1ccccc1)C(=O)NOP(C)(=O)O, predict the reactants needed to synthesize it. The reactants are: C[C@H](NC(=O)[C@H](Cc1ccccc1)NC(=O)OCc1ccccc1)C(=O)NOP(C)(=O)O. (4) Given the product c1cc(-c2ncccc2-c2cnc3[nH]ncc3c2)cc(C2CCCC2)c1, predict the reactants needed to synthesize it. The reactants are: C1=C(c2cccc(-c3ncccc3-c3cnc4[nH]ncc4c3)c2)CCC1. (5) Given the product CC1(N)CN(Cc2ccccc2)CC12CC2, predict the reactants needed to synthesize it. The reactants are: CC1(N)CN(Cc2ccccc2)C(=O)C12CC2. (6) Given the product Cc1nc(C(=O)N2C[C@@H]3C[C@@H]3[C@H]2CNC(=O)c2cnc3sccn23)c(-c2cccc(Cl)c2)s1, predict the reactants needed to synthesize it. The reactants are: Cc1nc(C(=O)N2C[C@@H]3C[C@@H]3[C@H]2CN)c(-c2cccc(Cl)c2)s1.O=C(O)c1cnc2sccn12. (7) Given the product CCCCN1CC2C=CC1C(Cl)(C(=O)OC)C2, predict the reactants needed to synthesize it. The reactants are: CCCCBr.COC(=O)C1(Cl)CC2C=CC1NC2. (8) Given the product CCOC(=O)c1ccc(OC2CCN(C)C2)nc1, predict the reactants needed to synthesize it. The reactants are: CCOC(=O)c1ccc(Cl)nc1.CN1CCC(O)C1. (9) Given the product COCC(=O)N1CC[C@@H](NC(=O)c2c(C)[nH]c3c(-c4cc(F)ccc4OCC4CC4)ncnc23)[C@H](O)C1, predict the reactants needed to synthesize it. The reactants are: COCC(=O)Cl.Cc1[nH]c2c(-c3cc(F)ccc3OCC3CC3)ncnc2c1C(=O)N[C@@H]1CCNC[C@H]1O.